From a dataset of Peptide-MHC class I binding affinity with 185,985 pairs from IEDB/IMGT. Regression. Given a peptide amino acid sequence and an MHC pseudo amino acid sequence, predict their binding affinity value. This is MHC class I binding data. (1) The peptide sequence is NQRRQRKRRW. The MHC is Mamu-B17 with pseudo-sequence Mamu-B17. The binding affinity (normalized) is 0. (2) The peptide sequence is LTKHPNQEY. The MHC is HLA-A24:02 with pseudo-sequence HLA-A24:02. The binding affinity (normalized) is 0. (3) The peptide sequence is IILAALFMYY. The MHC is HLA-A68:01 with pseudo-sequence HLA-A68:01. The binding affinity (normalized) is 0.325. (4) The peptide sequence is MPTAPPED. The MHC is Mamu-B03 with pseudo-sequence Mamu-B03. The binding affinity (normalized) is 0. (5) The peptide sequence is KLVGIELPK. The MHC is HLA-A30:01 with pseudo-sequence HLA-A30:01. The binding affinity (normalized) is 0.614. (6) The peptide sequence is RLLNAWVKV. The MHC is HLA-A69:01 with pseudo-sequence HLA-A69:01. The binding affinity (normalized) is 0.238. (7) The peptide sequence is KAIITPIVF. The MHC is HLA-B15:01 with pseudo-sequence HLA-B15:01. The binding affinity (normalized) is 0.107. (8) The peptide sequence is TAFFNTCKPT. The MHC is HLA-A02:02 with pseudo-sequence HLA-A02:02. The binding affinity (normalized) is 0.0425. (9) The peptide sequence is KMYEYVFKG. The MHC is HLA-A02:03 with pseudo-sequence HLA-A02:03. The binding affinity (normalized) is 0.623. (10) The binding affinity (normalized) is 0.516. The MHC is HLA-B44:02 with pseudo-sequence HLA-B44:02. The peptide sequence is SEGIFLPSEL.